From a dataset of Forward reaction prediction with 1.9M reactions from USPTO patents (1976-2016). Predict the product of the given reaction. (1) Given the reactants [Br:1][C:2]1[S:6][CH:5]=[CH:4][CH:3]=1.[CH3:7][C:8]([CH3:14])([CH3:13])[CH2:9][C:10](Cl)=[O:11].FC(F)(F)S([O-])(=O)=O.[Yb+3].FC(F)(F)S([O-])(=O)=O.FC(F)(F)S([O-])(=O)=O, predict the reaction product. The product is: [Br:1][C:2]1[S:6][C:5]([C:10](=[O:11])[CH2:9][C:8]([CH3:14])([CH3:13])[CH3:7])=[CH:4][CH:3]=1. (2) The product is: [OH:11][C:3]1[CH:4]=[C:5]([C:6]([OH:8])=[O:7])[CH:9]=[C:10]2[C:2]=1[N:1]=[CH:13][CH:14]=[C:15]2[CH3:16]. Given the reactants [NH2:1][C:2]1[CH:10]=[CH:9][C:5]([C:6]([OH:8])=[O:7])=[CH:4][C:3]=1[OH:11].Cl.[CH3:13][C:14](=O)[CH:15]=[CH2:16], predict the reaction product.